From a dataset of NCI-60 drug combinations with 297,098 pairs across 59 cell lines. Regression. Given two drug SMILES strings and cell line genomic features, predict the synergy score measuring deviation from expected non-interaction effect. (1) Drug 1: CC1C(C(CC(O1)OC2CC(OC(C2O)C)OC3=CC4=CC5=C(C(=O)C(C(C5)C(C(=O)C(C(C)O)O)OC)OC6CC(C(C(O6)C)O)OC7CC(C(C(O7)C)O)OC8CC(C(C(O8)C)O)(C)O)C(=C4C(=C3C)O)O)O)O. Drug 2: CC(C)NC(=O)C1=CC=C(C=C1)CNNC.Cl. Cell line: SK-MEL-5. Synergy scores: CSS=7.40, Synergy_ZIP=-0.709, Synergy_Bliss=-2.44, Synergy_Loewe=-41.6, Synergy_HSA=-2.73. (2) Drug 1: C1C(C(OC1N2C=C(C(=O)NC2=O)F)CO)O. Drug 2: C1=NC2=C(N=C(N=C2N1C3C(C(C(O3)CO)O)F)Cl)N. Cell line: MOLT-4. Synergy scores: CSS=91.4, Synergy_ZIP=10.5, Synergy_Bliss=10.7, Synergy_Loewe=6.71, Synergy_HSA=11.4.